Dataset: Catalyst prediction with 721,799 reactions and 888 catalyst types from USPTO. Task: Predict which catalyst facilitates the given reaction. (1) Reactant: [CH3:1][C:2]1[CH:10]=[C:9]2[C:5]([C:6]([CH2:17][C:18]3[N:23]=[C:22]([C:24]([OH:26])=O)[CH:21]=[CH:20][CH:19]=3)=[C:7]([C:11]3[CH:16]=[CH:15][CH:14]=[CH:13][CH:12]=3)[NH:8]2)=[CH:4][CH:3]=1.[CH3:27][S:28]([NH2:31])(=[O:30])=[O:29].Cl.C(N=C=NCCCN(C)C)C.Cl. Product: [CH3:27][S:28]([NH:31][C:24]([C:22]1[CH:21]=[CH:20][CH:19]=[C:18]([CH2:17][C:6]2[C:5]3[C:9](=[CH:10][C:2]([CH3:1])=[CH:3][CH:4]=3)[NH:8][C:7]=2[C:11]2[CH:12]=[CH:13][CH:14]=[CH:15][CH:16]=2)[N:23]=1)=[O:26])(=[O:30])=[O:29]. The catalyst class is: 112. (2) Reactant: [F:1][C:2]1[CH:9]=[C:8]([CH:10]([OH:37])/[CH:11]=[CH:12]/[C:13]2[N:17]([C:18]([C:31]3[CH:36]=[CH:35][CH:34]=[CH:33][CH:32]=3)([C:25]3[CH:30]=[CH:29][CH:28]=[CH:27][CH:26]=3)[C:19]3[CH:24]=[CH:23][CH:22]=[CH:21][CH:20]=3)[CH:16]=[N:15][CH:14]=2)[CH:7]=[CH:6][C:3]=1[C:4]#[N:5]. Product: [F:1][C:2]1[CH:9]=[C:8]([CH:10]([OH:37])[CH2:11][CH2:12][C:13]2[N:17]([C:18]([C:19]3[CH:24]=[CH:23][CH:22]=[CH:21][CH:20]=3)([C:25]3[CH:26]=[CH:27][CH:28]=[CH:29][CH:30]=3)[C:31]3[CH:36]=[CH:35][CH:34]=[CH:33][CH:32]=3)[CH:16]=[N:15][CH:14]=2)[CH:7]=[CH:6][C:3]=1[C:4]#[N:5]. The catalyst class is: 386. (3) Reactant: [CH2:1]([N:8]1[CH2:15][C:12]2([CH2:14][CH2:13]2)[N:11]([C:16]([O:18][C:19]([CH3:22])([CH3:21])[CH3:20])=[O:17])[CH2:10][C@@H:9]1[CH2:23]O)[C:2]1[CH:7]=[CH:6][CH:5]=[CH:4][CH:3]=1.COCCN(S(F)(F)[F:35])CCOC.C(=O)(O)[O-].[Na+]. Product: [CH2:1]([N:8]1[CH2:15][C:12]2([CH2:14][CH2:13]2)[N:11]([C:16]([O:18][C:19]([CH3:22])([CH3:21])[CH3:20])=[O:17])[CH2:10][C@@H:9]1[CH2:23][F:35])[C:2]1[CH:7]=[CH:6][CH:5]=[CH:4][CH:3]=1. The catalyst class is: 4. (4) Reactant: [NH2:1][CH:2]([C:4]1[C:9]([C:10]2[CH:15]=[CH:14][CH:13]=[CH:12][CH:11]=2)=[N:8][N:7]([CH2:16][C:17]2[CH:22]=[CH:21][CH:20]=[CH:19][CH:18]=2)[C:6](=[O:23])[CH:5]=1)[CH3:3].[NH2:24][C:25]1[C:30]([C:31]#[N:32])=[C:29](Cl)[N:28]=[CH:27][N:26]=1.CCN(C(C)C)C(C)C. Product: [NH2:24][C:25]1[C:30]([C:31]#[N:32])=[C:29]([NH:1][CH:2]([C:4]2[C:9]([C:10]3[CH:15]=[CH:14][CH:13]=[CH:12][CH:11]=3)=[N:8][N:7]([CH2:16][C:17]3[CH:22]=[CH:21][CH:20]=[CH:19][CH:18]=3)[C:6](=[O:23])[CH:5]=2)[CH3:3])[N:28]=[CH:27][N:26]=1. The catalyst class is: 218. (5) Reactant: [CH:1]([CH:4]1[NH:9][C:8](=O)[CH2:7][NH:6][C:5]1=O)([CH3:3])[CH3:2].[H-].[Al+3].[Li+].[H-].[H-].[H-]. Product: [CH:1]([CH:4]1[CH2:5][NH:6][CH2:7][CH2:8][NH:9]1)([CH3:3])[CH3:2]. The catalyst class is: 1. (6) Reactant: [N:1]1[C:8](Cl)=[N:7][C:5](Cl)=[N:4][C:2]=1[Cl:3].[NH:10]1[CH2:15][CH2:14][O:13][CH2:12][CH2:11]1.[OH2:16]. Product: [Cl:3][C:2]1[N:1]=[C:8]([N:10]2[CH2:15][CH2:14][O:13][CH2:12][CH2:11]2)[N:7]=[C:5]([N:10]2[CH2:15][CH2:14][O:16][CH2:12][CH2:11]2)[N:4]=1. The catalyst class is: 3. (7) The catalyst class is: 16. Product: [S:8]([C:5]1[CH:6]=[CH:7][C:2]([CH3:1])=[CH:3][CH:4]=1)([OH:11])(=[O:10])=[O:9].[S:19]([C:16]1[CH:17]=[CH:18][C:13]([CH3:12])=[CH:14][CH:15]=1)([OH:22])(=[O:21])=[O:20].[Cl:53][C:51]1[CH:52]=[C:47]([NH:46][C:42]2[C:40]3[C:39](=[CH:38][CH:37]=[C:36]([C:34]4[O:35][C:31]([CH2:30][NH:29][CH2:28][CH2:27][S:24]([CH3:23])(=[O:25])=[O:26])=[CH:32][CH:33]=4)[CH:41]=3)[N:45]=[CH:44][N:43]=2)[CH:48]=[CH:49][C:50]=1[O:54][CH2:55][C:56]1[CH:57]=[CH:58][CH:59]=[C:60]([F:62])[CH:61]=1. Reactant: [CH3:1][C:2]1[CH:3]=[CH:4][C:5]([S:8]([OH:11])(=[O:10])=[O:9])=[CH:6][CH:7]=1.[CH3:12][C:13]1[CH:14]=[CH:15][C:16]([S:19]([OH:22])(=[O:21])=[O:20])=[CH:17][CH:18]=1.[CH3:23][S:24]([CH2:27][CH2:28][NH:29][CH2:30][C:31]1[O:35][C:34]([C:36]2[CH:37]=[CH:38][C:39]3[N:45]=[CH:44][N:43]=[C:42]([NH:46][C:47]4[CH:48]=[CH:49][C:50]([O:54][CH2:55][C:56]5[CH:57]=[CH:58][CH:59]=[C:60]([F:62])[CH:61]=5)=[C:51]([Cl:53])[CH:52]=4)[C:40]=3[CH:41]=2)=[CH:33][CH:32]=1)(=[O:26])=[O:25].O.CC#N. (8) Product: [I:1][C:2]1[CH:10]=[C:9]([O:11][CH3:12])[C:8]([O:13][CH3:14])=[CH:7][C:3]=1[C:4]([NH:16][CH2:17][C:18]([O:20][CH2:21][CH3:22])=[O:19])=[O:6]. Reactant: [I:1][C:2]1[CH:10]=[C:9]([O:11][CH3:12])[C:8]([O:13][CH3:14])=[CH:7][C:3]=1[C:4]([OH:6])=O.Cl.[NH2:16][CH2:17][C:18]([O:20][CH2:21][CH3:22])=[O:19].CCN=C=NCCCN(C)C.Cl.C1C=CC2N(O)N=NC=2C=1.CCN(CC)CC. The catalyst class is: 2. (9) Reactant: [NH:1]1[C:9]2[C:4](=[CH:5][CH:6]=[CH:7][CH:8]=2)[C:3]([CH:10]=[O:11])=[CH:2]1.[CH3:12][S:13](Cl)(=[O:15])=[O:14].C(N(C(C)C)CC)(C)C.C(=O)([O-])O.[Na+]. Product: [CH3:12][S:13]([N:1]1[C:9]2[C:4](=[CH:5][CH:6]=[CH:7][CH:8]=2)[C:3]([CH:10]=[O:11])=[CH:2]1)(=[O:15])=[O:14]. The catalyst class is: 2.